Task: Predict which catalyst facilitates the given reaction.. Dataset: Catalyst prediction with 721,799 reactions and 888 catalyst types from USPTO (1) Reactant: [CH2:1]([NH:13][C:14]1[CH:19]=[CH:18][CH:17]=[C:16]([CH3:20])[CH:15]=1)[CH2:2][CH2:3][CH2:4][CH2:5][CH2:6][CH2:7][CH2:8][CH2:9][CH2:10][CH2:11][CH3:12].Br[CH2:22][CH2:23][CH:24]([CH3:30])[CH2:25][C:26]([CH3:29])([CH3:28])[CH3:27].C(=O)(O)[O-].[Na+]. Product: [CH2:1]([N:13]([CH2:22][CH2:23][CH:24]([CH3:30])[CH2:25][C:26]([CH3:29])([CH3:28])[CH3:27])[C:14]1[CH:19]=[CH:18][CH:17]=[C:16]([CH3:20])[CH:15]=1)[CH2:2][CH2:3][CH2:4][CH2:5][CH2:6][CH2:7][CH2:8][CH2:9][CH2:10][CH2:11][CH3:12]. The catalyst class is: 60. (2) Reactant: [CH2:1]([O:8][C:9]([CH2:11][C@H:12]([N:16]1[C:24](=[O:25])[C:23]2[C:18](=[CH:19][CH:20]=[CH:21][CH:22]=2)[C:17]1=[O:26])[C:13](O)=[O:14])=[O:10])[C:2]1[CH:7]=[CH:6][CH:5]=[CH:4][CH:3]=1.CN1CCOCC1.C(OC(Cl)=O)C(C)C.[BH4-].[Na+]. Product: [OH:14][CH2:13][C@@H:12]([N:16]1[C:17](=[O:26])[C:18]2[C:23](=[CH:22][CH:21]=[CH:20][CH:19]=2)[C:24]1=[O:25])[CH2:11][C:9]([O:8][CH2:1][C:2]1[CH:7]=[CH:6][CH:5]=[CH:4][CH:3]=1)=[O:10]. The catalyst class is: 20. (3) Reactant: Br[C:2]1[CH:11]=[C:10]2[C:5]([CH2:6][CH2:7][CH:8]([C:12]3[CH:17]=[CH:16][C:15]([C:18]4[CH:23]=[C:22]([O:24][CH3:25])[CH:21]=[CH:20][C:19]=4[F:26])=[CH:14][CH:13]=3)[O:9]2)=[CH:4][CH:3]=1.[CH3:27][C:28]1([CH3:44])[C:32]([CH3:34])([CH3:33])[O:31][B:30]([B:30]2[O:31][C:32]([CH3:34])([CH3:33])[C:28]([CH3:44])([CH3:27])[O:29]2)[O:29]1.C([O-])(=O)C.[K+].O. Product: [F:26][C:19]1[CH:20]=[CH:21][C:22]([O:24][CH3:25])=[CH:23][C:18]=1[C:15]1[CH:16]=[CH:17][C:12]([CH:8]2[CH2:7][CH2:6][C:5]3[C:10](=[CH:11][C:2]([B:30]4[O:31][C:32]([CH3:34])([CH3:33])[C:28]([CH3:44])([CH3:27])[O:29]4)=[CH:3][CH:4]=3)[O:9]2)=[CH:13][CH:14]=1. The catalyst class is: 151. (4) Reactant: [Cl:1][C:2]1[CH:3]=[C:4]([CH:7]=[CH:8][C:9]=1[CH3:10])[C:5]#[N:6].C1C(=O)N([Br:18])C(=O)C1. Product: [Br:18][CH2:10][C:9]1[CH:8]=[CH:7][C:4]([C:5]#[N:6])=[CH:3][C:2]=1[Cl:1]. The catalyst class is: 855. (5) Reactant: [F:1][C:2]([F:27])([F:26])[O:3][C:4]1[CH:9]=[CH:8][C:7]([CH2:10][C:11]([N:13]2[CH2:17][CH2:16][C@H:15]([NH:18]C(=O)OC(C)(C)C)[CH2:14]2)=[O:12])=[CH:6][CH:5]=1.[ClH:28]. Product: [ClH:28].[NH2:18][C@H:15]1[CH2:16][CH2:17][N:13]([C:11](=[O:12])[CH2:10][C:7]2[CH:6]=[CH:5][C:4]([O:3][C:2]([F:1])([F:26])[F:27])=[CH:9][CH:8]=2)[CH2:14]1. The catalyst class is: 13. (6) Reactant: CS(O[CH2:6][C:7]1[N:12]=[CH:11][C:10]([Br:13])=[CH:9][N:8]=1)(=O)=O.[CH:14]([NH2:17])([CH3:16])[CH3:15].C(N(CC)CC)C. Product: [Br:13][C:10]1[CH:9]=[N:8][C:7]([CH2:6][NH:17][CH:14]([CH3:16])[CH3:15])=[N:12][CH:11]=1. The catalyst class is: 8. (7) Reactant: [CH3:16][C:11]1([CH3:17])[C:12]([CH3:15])([CH3:14])[O:13][B:9]([B:9]2[O:13][C:12]([CH3:15])([CH3:14])[C:11]([CH3:17])([CH3:16])[O:10]2)[O:10]1.[Cl:19][C:20]1[CH:21]=[C:22]([CH:25]=[C:26](I)[CH:27]=1)[C:23]#[N:24].C([O-])(=O)C.[K+]. Product: [Cl:19][C:20]1[CH:21]=[C:22]([CH:25]=[C:26]([B:9]2[O:10][C:11]([CH3:16])([CH3:17])[C:12]([CH3:14])([CH3:15])[O:13]2)[CH:27]=1)[C:23]#[N:24]. The catalyst class is: 368. (8) Reactant: [CH2:1]([C:3]1[CH:8]=[CH:7][C:6]([C:9]2[C:13]([CH2:14][O:15][C:16]3[CH:21]=[CH:20][C:19]([CH2:22][CH2:23][C:24]([O:26]CC)=[O:25])=[C:18]([CH3:29])[C:17]=3[CH3:30])=[C:12]([CH:31]([CH3:33])[CH3:32])[S:11][N:10]=2)=[CH:5][CH:4]=1)[CH3:2].[Li+].[OH-]. Product: [CH2:1]([C:3]1[CH:4]=[CH:5][C:6]([C:9]2[C:13]([CH2:14][O:15][C:16]3[CH:21]=[CH:20][C:19]([CH2:22][CH2:23][C:24]([OH:26])=[O:25])=[C:18]([CH3:29])[C:17]=3[CH3:30])=[C:12]([CH:31]([CH3:32])[CH3:33])[S:11][N:10]=2)=[CH:7][CH:8]=1)[CH3:2]. The catalyst class is: 30. (9) Reactant: [CH3:1][C:2]1[C:7]([CH:8]([CH2:13][CH2:14][CH3:15])[C:9]([O:11]C)=[O:10])=[C:6]([C:16]2[CH:25]=[CH:24][C:23]3[C:18](=[CH:19][CH:20]=[CH:21][CH:22]=3)[CH:17]=2)[N:5]=[C:4]([C:26]2[CH:31]=[CH:30][CH:29]=[CH:28][CH:27]=2)[N:3]=1.[OH-].[Na+]. Product: [CH3:1][C:2]1[C:7]([CH:8]([CH2:13][CH2:14][CH3:15])[C:9]([OH:11])=[O:10])=[C:6]([C:16]2[CH:25]=[CH:24][C:23]3[C:18](=[CH:19][CH:20]=[CH:21][CH:22]=3)[CH:17]=2)[N:5]=[C:4]([C:26]2[CH:31]=[CH:30][CH:29]=[CH:28][CH:27]=2)[N:3]=1. The catalyst class is: 5. (10) Reactant: [CH3:1][CH:2]1[CH2:6][C:5]([CH3:8])([CH3:7])[CH2:4][CH:3]1[C:9](=[CH2:12])[C:10]#N.[H-].C([Al+]CC(C)C)C(C)C.C(O)(=[O:25])C.O. Product: [CH3:1][CH:2]1[CH2:6][C:5]([CH3:8])([CH3:7])[CH2:4][CH:3]1[C:9](=[CH2:12])[CH:10]=[O:25]. The catalyst class is: 11.